Dataset: NCI-60 drug combinations with 297,098 pairs across 59 cell lines. Task: Regression. Given two drug SMILES strings and cell line genomic features, predict the synergy score measuring deviation from expected non-interaction effect. (1) Drug 1: CN(C)C1=NC(=NC(=N1)N(C)C)N(C)C. Drug 2: CCN(CC)CCNC(=O)C1=C(NC(=C1C)C=C2C3=C(C=CC(=C3)F)NC2=O)C. Cell line: EKVX. Synergy scores: CSS=-4.12, Synergy_ZIP=0.951, Synergy_Bliss=-3.82, Synergy_Loewe=-6.63, Synergy_HSA=-5.94. (2) Drug 1: C1CC(=O)NC(=O)C1N2CC3=C(C2=O)C=CC=C3N. Drug 2: CC1=C(C(=CC=C1)Cl)NC(=O)C2=CN=C(S2)NC3=CC(=NC(=N3)C)N4CCN(CC4)CCO. Cell line: CAKI-1. Synergy scores: CSS=60.4, Synergy_ZIP=-2.34, Synergy_Bliss=-0.335, Synergy_Loewe=-27.6, Synergy_HSA=3.88. (3) Drug 1: CC1=C2C(C(=O)C3(C(CC4C(C3C(C(C2(C)C)(CC1OC(=O)C(C(C5=CC=CC=C5)NC(=O)C6=CC=CC=C6)O)O)OC(=O)C7=CC=CC=C7)(CO4)OC(=O)C)O)C)OC(=O)C. Drug 2: CC1C(C(CC(O1)OC2CC(OC(C2O)C)OC3=CC4=CC5=C(C(=O)C(C(C5)C(C(=O)C(C(C)O)O)OC)OC6CC(C(C(O6)C)O)OC7CC(C(C(O7)C)O)OC8CC(C(C(O8)C)O)(C)O)C(=C4C(=C3C)O)O)O)O. Cell line: PC-3. Synergy scores: CSS=62.5, Synergy_ZIP=4.13, Synergy_Bliss=3.79, Synergy_Loewe=3.29, Synergy_HSA=4.31. (4) Drug 1: CC(C1=C(C=CC(=C1Cl)F)Cl)OC2=C(N=CC(=C2)C3=CN(N=C3)C4CCNCC4)N. Drug 2: CC(CN1CC(=O)NC(=O)C1)N2CC(=O)NC(=O)C2. Cell line: UACC-257. Synergy scores: CSS=3.45, Synergy_ZIP=-0.227, Synergy_Bliss=0.733, Synergy_Loewe=-1.23, Synergy_HSA=-0.538. (5) Drug 1: CC1=C2C(C(=O)C3(C(CC4C(C3C(C(C2(C)C)(CC1OC(=O)C(C(C5=CC=CC=C5)NC(=O)OC(C)(C)C)O)O)OC(=O)C6=CC=CC=C6)(CO4)OC(=O)C)OC)C)OC. Drug 2: CC1=C(C=C(C=C1)C(=O)NC2=CC(=CC(=C2)C(F)(F)F)N3C=C(N=C3)C)NC4=NC=CC(=N4)C5=CN=CC=C5. Cell line: NCI-H226. Synergy scores: CSS=46.7, Synergy_ZIP=17.7, Synergy_Bliss=17.9, Synergy_Loewe=-7.95, Synergy_HSA=16.8. (6) Drug 1: CC12CCC3C(C1CCC2=O)CC(=C)C4=CC(=O)C=CC34C. Drug 2: C1=NC2=C(N=C(N=C2N1C3C(C(C(O3)CO)O)O)F)N. Cell line: NCI-H322M. Synergy scores: CSS=26.9, Synergy_ZIP=8.78, Synergy_Bliss=8.88, Synergy_Loewe=6.15, Synergy_HSA=7.07. (7) Cell line: HCT116. Drug 1: CCCS(=O)(=O)NC1=C(C(=C(C=C1)F)C(=O)C2=CNC3=C2C=C(C=N3)C4=CC=C(C=C4)Cl)F. Drug 2: CNC(=O)C1=NC=CC(=C1)OC2=CC=C(C=C2)NC(=O)NC3=CC(=C(C=C3)Cl)C(F)(F)F. Synergy scores: CSS=18.6, Synergy_ZIP=0.409, Synergy_Bliss=-2.52, Synergy_Loewe=-22.0, Synergy_HSA=-3.90. (8) Synergy scores: CSS=-0.439, Synergy_ZIP=-1.41, Synergy_Bliss=-2.84, Synergy_Loewe=-10.2, Synergy_HSA=-5.91. Drug 2: CC1=C(N=C(N=C1N)C(CC(=O)N)NCC(C(=O)N)N)C(=O)NC(C(C2=CN=CN2)OC3C(C(C(C(O3)CO)O)O)OC4C(C(C(C(O4)CO)O)OC(=O)N)O)C(=O)NC(C)C(C(C)C(=O)NC(C(C)O)C(=O)NCCC5=NC(=CS5)C6=NC(=CS6)C(=O)NCCC[S+](C)C)O. Drug 1: CCCS(=O)(=O)NC1=C(C(=C(C=C1)F)C(=O)C2=CNC3=C2C=C(C=N3)C4=CC=C(C=C4)Cl)F. Cell line: KM12. (9) Drug 1: CS(=O)(=O)C1=CC(=C(C=C1)C(=O)NC2=CC(=C(C=C2)Cl)C3=CC=CC=N3)Cl. Drug 2: C#CCC(CC1=CN=C2C(=N1)C(=NC(=N2)N)N)C3=CC=C(C=C3)C(=O)NC(CCC(=O)O)C(=O)O. Cell line: RXF 393. Synergy scores: CSS=11.2, Synergy_ZIP=-2.86, Synergy_Bliss=1.65, Synergy_Loewe=1.24, Synergy_HSA=1.51.